Dataset: Forward reaction prediction with 1.9M reactions from USPTO patents (1976-2016). Task: Predict the product of the given reaction. (1) The product is: [F:13][C:11]1[CH:10]=[C:4]([CH:5]([OH:9])[C:6]([NH:14][C@H:15]([C:17]([NH:19][CH:20]2[C:26](=[O:27])[N:25]([C:28]3[CH:33]=[CH:32][CH:31]=[CH:30][CH:29]=3)[C:24]3[CH:34]=[CH:35][CH:36]=[CH:37][C:23]=3[N:22]([CH3:38])[C:21]2=[O:39])=[O:18])[CH3:16])=[O:8])[CH:3]=[C:2]([F:1])[CH:12]=1. Given the reactants [F:1][C:2]1[CH:3]=[C:4]([CH:10]=[C:11]([F:13])[CH:12]=1)[CH:5]([OH:9])[C:6]([OH:8])=O.[NH2:14][C@H:15]([C:17]([NH:19][CH:20]1[C:26](=[O:27])[N:25]([C:28]2[CH:33]=[CH:32][CH:31]=[CH:30][CH:29]=2)[C:24]2[CH:34]=[CH:35][CH:36]=[CH:37][C:23]=2[N:22]([CH3:38])[C:21]1=[O:39])=[O:18])[CH3:16], predict the reaction product. (2) Given the reactants P([O-])([O-])([O-])=O.[K+].[K+].[K+].[NH:9]1[CH2:16][CH2:15]C[C@H:10]1[C:11](O)=[O:12].Br[C:18]1[CH:19]=[CH:20][C:21]([CH3:25])=[C:22]([CH:24]=1)[NH2:23].N1CCOCC1, predict the reaction product. The product is: [CH3:25][C:21]1[CH:20]=[CH:19][C:18]([N:9]2[CH2:10][CH2:11][O:12][CH2:15][CH2:16]2)=[CH:24][C:22]=1[NH2:23]. (3) Given the reactants [O:1]1[C:5]2[CH:6]=[C:7]([C:10]3([C:13]([NH:15][C:16]4[N:21]=[C:20]([C:22]5[CH:23]=[N:24][C:25]([O:28]C)=[CH:26][CH:27]=5)[CH:19]=[C:18]([CH3:30])[CH:17]=4)=[O:14])[CH2:12][CH2:11]3)[CH:8]=[CH:9][C:4]=2[CH2:3][CH2:2]1.[Si](I)(C)(C)C, predict the reaction product. The product is: [O:1]1[C:5]2[CH:6]=[C:7]([C:10]3([C:13]([NH:15][C:16]4[CH:17]=[C:18]([CH3:30])[CH:19]=[C:20]([C:22]5[CH:27]=[CH:26][C:25](=[O:28])[NH:24][CH:23]=5)[N:21]=4)=[O:14])[CH2:12][CH2:11]3)[CH:8]=[CH:9][C:4]=2[CH2:3][CH2:2]1. (4) Given the reactants [F:1][C:2]1[CH:19]=[CH:18][C:17]([F:20])=[C:16]([F:21])[C:3]=1[C:4]([O:6][NH:7][C:8]([C:10]1[CH:15]=[CH:14][CH:13]=[CH:12][N:11]=1)=[NH:9])=O, predict the reaction product. The product is: [N:11]1[CH:12]=[CH:13][CH:14]=[CH:15][C:10]=1[C:8]1[N:9]=[C:4]([C:3]2[C:16]([F:21])=[C:17]([F:20])[CH:18]=[CH:19][C:2]=2[F:1])[O:6][N:7]=1. (5) Given the reactants [CH3:1][C:2]1[S:6][C:5]([C:7]([OH:9])=O)=[CH:4][C:3]=1[C:10]1[N:14]([CH3:15])[N:13]=[CH:12][C:11]=1[CH:16]([CH3:18])[CH3:17].[NH2:19][C@@H:20]([CH2:33][C:34]1[CH:39]=[CH:38][CH:37]=[CH:36][C:35]=1[C:40]([F:43])([F:42])[F:41])[CH2:21][N:22]1[C:30](=[O:31])[C:29]2[C:24](=[CH:25][CH:26]=[CH:27][CH:28]=2)[C:23]1=[O:32].C(N(C(C)C)CC)(C)C.F[P-](F)(F)(F)(F)F.Br[P+](N1CCCC1)(N1CCCC1)N1CCCC1, predict the reaction product. The product is: [O:31]=[C:30]1[C:29]2[C:24](=[CH:25][CH:26]=[CH:27][CH:28]=2)[C:23](=[O:32])[N:22]1[CH2:21][C@@H:20]([NH:19][C:7]([C:5]1[S:6][C:2]([CH3:1])=[C:3]([C:10]2[N:14]([CH3:15])[N:13]=[CH:12][C:11]=2[CH:16]([CH3:18])[CH3:17])[CH:4]=1)=[O:9])[CH2:33][C:34]1[CH:39]=[CH:38][CH:37]=[CH:36][C:35]=1[C:40]([F:42])([F:41])[F:43]. (6) Given the reactants C([O:8][C:9]1[CH:36]=[C:35]([O:37][CH2:38][CH2:39][N:40]2[CH2:45][CH2:44][O:43][CH2:42][CH2:41]2)[CH:34]=[CH:33][C:10]=1[C:11]([NH:13][C:14]1[CH:26]=[C:25]([C:27]2[CH:32]=[CH:31][CH:30]=[CH:29][CH:28]=2)[CH:24]=[CH:23][C:15]=1[C:16]([O:18]C(C)(C)C)=[O:17])=[O:12])C1C=CC=CC=1, predict the reaction product. The product is: [OH:8][C:9]1[CH:36]=[C:35]([O:37][CH2:38][CH2:39][N:40]2[CH2:45][CH2:44][O:43][CH2:42][CH2:41]2)[CH:34]=[CH:33][C:10]=1[C:11]([NH:13][C:14]1[CH:26]=[C:25]([C:27]2[CH:28]=[CH:29][CH:30]=[CH:31][CH:32]=2)[CH:24]=[CH:23][C:15]=1[C:16]([OH:18])=[O:17])=[O:12]. (7) Given the reactants [F:1][C:2]1[C:13]([CH3:14])=[CH:12][CH:11]=[CH:10][C:3]=1[C:4](N(OC)C)=[O:5].[CH3:15][O:16][C:17]1[CH:22]=[C:21]([O:23][CH3:24])[CH:20]=[CH:19][C:18]=1[Mg]Br, predict the reaction product. The product is: [CH3:15][O:16][C:17]1[CH:22]=[C:21]([O:23][CH3:24])[CH:20]=[CH:19][C:18]=1[C:4]([C:3]1[CH:10]=[CH:11][CH:12]=[C:13]([CH3:14])[C:2]=1[F:1])=[O:5].